From a dataset of Full USPTO retrosynthesis dataset with 1.9M reactions from patents (1976-2016). Predict the reactants needed to synthesize the given product. (1) Given the product [ClH:24].[ClH:24].[F:17][C:18]1[CH:26]=[CH:25][C:21]([C:22]([NH:1][C:2]2[CH:7]=[CH:6][CH:5]=[C:4]([C:8]([CH:10]3[CH2:15][CH2:14][N:13]([CH3:16])[CH2:12][CH2:11]3)=[O:9])[N:3]=2)=[O:23])=[CH:20][CH:19]=1, predict the reactants needed to synthesize it. The reactants are: [NH2:1][C:2]1[CH:7]=[CH:6][CH:5]=[C:4]([C:8]([CH:10]2[CH2:15][CH2:14][N:13]([CH3:16])[CH2:12][CH2:11]2)=[O:9])[N:3]=1.[F:17][C:18]1[CH:26]=[CH:25][C:21]([C:22]([Cl:24])=[O:23])=[CH:20][CH:19]=1.C(N(CC)CC)C.[OH-].[Na+]. (2) The reactants are: C(OC([N:8]1[CH2:13][CH2:12][CH:11]([C:14]2[CH:19]=[CH:18][CH:17]=[C:16]([C:20]3[N:28]4[C:23]([C:24]([NH2:29])=[N:25][CH:26]=[N:27]4)=[C:22]([C:30]4[CH:31]=[CH:32][C:33]5[C:37]([CH:38]=4)=[N:36][N:35]([CH2:39][C:40]4[CH:45]=[CH:44][CH:43]=[CH:42][CH:41]=4)[CH:34]=5)[CH:21]=3)[CH:15]=2)[CH2:10][CH2:9]1)=O)(C)(C)C.C(OCC)(=O)C. Given the product [CH2:39]([N:35]1[CH:34]=[C:33]2[C:37]([CH:38]=[C:30]([C:22]3[CH:21]=[C:20]([C:16]4[CH:17]=[CH:18][CH:19]=[C:14]([CH:11]5[CH2:12][CH2:13][NH:8][CH2:9][CH2:10]5)[CH:15]=4)[N:28]4[C:23]=3[C:24]([NH2:29])=[N:25][CH:26]=[N:27]4)[CH:31]=[CH:32]2)=[N:36]1)[C:40]1[CH:45]=[CH:44][CH:43]=[CH:42][CH:41]=1, predict the reactants needed to synthesize it. (3) Given the product [F:19][C:20]1[CH:21]=[C:22]2[C:30](=[CH:31][CH:32]=1)[NH:29][C:28]1[CH2:27][CH:26]([C:33]([NH:18][CH2:17][C@@H:14]3[O:13][C:9]4=[C:10]5[C:5](=[CH:6][CH:7]=[C:8]4[O:16][CH2:15]3)[N:4]=[C:3]([CH3:2])[CH:12]=[CH:11]5)=[O:34])[CH2:25][CH2:24][C:23]2=1, predict the reactants needed to synthesize it. The reactants are: Cl.[CH3:2][C:3]1[CH:12]=[CH:11][C:10]2[C:5](=[CH:6][CH:7]=[C:8]3[O:16][CH2:15][C@H:14]([CH2:17][NH2:18])[O:13][C:9]3=2)[N:4]=1.[F:19][C:20]1[CH:21]=[C:22]2[C:30](=[CH:31][CH:32]=1)[NH:29][C:28]1[CH2:27][CH:26]([C:33](O)=[O:34])[CH2:25][CH2:24][C:23]2=1.C1C=CC2N(O)N=NC=2C=1.C1CCC(N=C=NC2CCCCC2)CC1. (4) Given the product [N:28]1[CH:29]=[CH:30][N:31]=[CH:32][C:27]=1[NH:26][C:24]([NH:23][C:16]1[C:15]2[C:20](=[CH:21][CH:22]=[C:13]([CH:10]3[CH2:11][CH2:12][NH:8][CH2:9]3)[CH:14]=2)[N:19]=[CH:18][CH:17]=1)=[O:25], predict the reactants needed to synthesize it. The reactants are: C(OC([N:8]1[CH2:12][CH2:11][CH:10]([C:13]2[CH:14]=[C:15]3[C:20](=[CH:21][CH:22]=2)[N:19]=[CH:18][CH:17]=[C:16]3[NH:23][C:24]([NH:26][C:27]2[CH:32]=[N:31][CH:30]=[CH:29][N:28]=2)=[O:25])[CH2:9]1)=O)(C)(C)C.Cl. (5) Given the product [N+:1]([C:4]1[CH:14]=[CH:13][CH:12]=[C:6]2[C:5]=1[C:10](=[O:9])[NH:16][NH:17][C:7]2=[O:8])([O-:3])=[O:2], predict the reactants needed to synthesize it. The reactants are: [N+:1]([C:4]1[CH:14]=[CH:13][CH:12]=[C:6]2[C:7]([O:9][C:10](=O)[C:5]=12)=[O:8])([O-:3])=[O:2].O.[NH2:16][NH2:17]. (6) The reactants are: [OH:1][C:2]1[CH:7]=[C:6]([CH2:8][NH:9][CH:10]=[C:11]2[C:20]3[C:15](=[CH:16][CH:17]=[C:18]([I:21])[CH:19]=3)[C:14](=[O:22])[NH:13][C:12]2=[O:23])[CH:5]=[CH:4][C:3]=1[C:24]1[CH:29]=[CH:28]C=[CH:26][CH:25]=1.IC1C=C2C(=CC=1)C(=O)[NH:36]C(=O)C2=COC.NCC1C=CC(C2C=CC=CN=2)=C(O)C=1. Given the product [OH:1][C:2]1[CH:7]=[C:6]([CH:5]=[CH:4][C:3]=1[C:24]1[CH:29]=[CH:28][N:36]=[CH:26][CH:25]=1)[CH2:8][NH:9][CH:10]=[C:11]1[C:20]2[C:15](=[CH:16][CH:17]=[C:18]([I:21])[CH:19]=2)[C:14](=[O:22])[NH:13][C:12]1=[O:23], predict the reactants needed to synthesize it. (7) Given the product [Br:1][C:2]1[CH:7]=[C:6]([Br:10])[CH:5]=[C:4]([CH3:9])[N:3]=1, predict the reactants needed to synthesize it. The reactants are: [Br:1][C:2]1[CH:7]=[C:6](N)[CH:5]=[C:4]([CH3:9])[N:3]=1.[Br:10]Br.N([O-])=O.[Na+].C(=O)(O)[O-].[Na+].